From a dataset of Full USPTO retrosynthesis dataset with 1.9M reactions from patents (1976-2016). Predict the reactants needed to synthesize the given product. (1) Given the product [Br:1][C:2]1[CH:3]=[CH:4][C:5]([C:8]([CH:10]2[CH2:11][CH2:12][CH2:13][CH2:14][CH2:15]2)([OH:9])[CH3:19])=[CH:6][CH:7]=1, predict the reactants needed to synthesize it. The reactants are: [Br:1][C:2]1[CH:7]=[CH:6][C:5]([C:8]([CH:10]2[CH2:15][CH2:14][CH2:13][CH2:12][CH2:11]2)=[O:9])=[CH:4][CH:3]=1.C[Mg+].[Br-].[CH2:19](OCC)C. (2) Given the product [Br:11][C:7]1[C:6]2[N:1]=[CH:2][NH:3][C:4](=[O:10])[C:5]=2[NH:9][CH:8]=1, predict the reactants needed to synthesize it. The reactants are: [N:1]1[C:6]2[CH:7]=[CH:8][NH:9][C:5]=2[C:4](=[O:10])[NH:3][CH:2]=1.[Br:11]N1C(=O)CCC1=O. (3) Given the product [CH3:30][N:27]1[C:23]2[N:24]=[CH:25][N:26]=[C:21]([N:14]3[C:15]4=[N:16][CH:17]=[CH:18][CH:19]=[C:20]4[C:12]([C:10]([NH:7][C:6]([NH2:8])=[NH:5])=[O:11])=[CH:13]3)[C:22]=2[CH:29]=[CH:28]1, predict the reactants needed to synthesize it. The reactants are: CO.[Na].Cl.[NH2:5][C:6]([NH2:8])=[NH:7].Cl[C:10]([C:12]1[C:20]2[C:15](=[N:16][CH:17]=[CH:18][CH:19]=2)[N:14]([C:21]2[C:22]3[CH:29]=[CH:28][N:27]([CH3:30])[C:23]=3[N:24]=[CH:25][N:26]=2)[CH:13]=1)=[O:11].